From a dataset of Forward reaction prediction with 1.9M reactions from USPTO patents (1976-2016). Predict the product of the given reaction. (1) Given the reactants C(OC(=O)[NH:10][CH2:11][CH2:12][CH2:13][CH2:14][C@H:15]([NH:24][C:25]([CH:27]1[CH2:31][CH2:30][CH2:29][CH2:28]1)=[O:26])[C:16](=[O:23])[C:17]1[CH:22]=[CH:21][CH:20]=[CH:19][N:18]=1)C1C=CC=CC=1.Br.CC(O)=O, predict the reaction product. The product is: [NH2:10][CH2:11][CH2:12][CH2:13][CH2:14][C@H:15]([NH:24][C:25]([CH:27]1[CH2:31][CH2:30][CH2:29][CH2:28]1)=[O:26])[C:16]([C:17]1[CH:22]=[CH:21][CH:20]=[CH:19][N:18]=1)=[O:23]. (2) Given the reactants Cl[C:2]1[CH:9]=[CH:8][C:5]([C:6]#[N:7])=[CH:4][N:3]=1.[F:10][C:11]([F:15])([F:14])[CH2:12][OH:13].CC(C)([O-])C.[K+], predict the reaction product. The product is: [F:10][C:11]([F:15])([F:14])[CH2:12][O:13][C:2]1[CH:9]=[CH:8][C:5]([C:6]#[N:7])=[CH:4][N:3]=1. (3) Given the reactants C([NH:9][C:10]([NH:12][C:13]1[CH:14]=[C:15]2[C:20](=[CH:21][CH:22]=1)[N:19]=[C:18]([NH:23][C@H:24]1[C:32]3[C:27](=[CH:28][CH:29]=[CH:30][CH:31]=3)[CH2:26][CH2:25]1)[CH:17]=[CH:16]2)=[S:11])(=O)C1C=CC=CC=1.[OH-].[Na+], predict the reaction product. The product is: [C@H:24]1([NH:23][C:18]2[CH:17]=[CH:16][C:15]3[C:20](=[CH:21][CH:22]=[C:13]([NH:12][C:10]([NH2:9])=[S:11])[CH:14]=3)[N:19]=2)[C:32]2[C:27](=[CH:28][CH:29]=[CH:30][CH:31]=2)[CH2:26][CH2:25]1.